From a dataset of Catalyst prediction with 721,799 reactions and 888 catalyst types from USPTO. Predict which catalyst facilitates the given reaction. (1) The catalyst class is: 12. Product: [CH2:8]([O:7][C:5]([C:4]1[CH:3]=[C:2]([NH:1][CH2:14][C:15]2[CH:16]=[CH:17][C:18]([C:21](=[O:26])[C:22]([O:24][CH3:25])=[O:23])=[CH:19][CH:20]=2)[CH:12]=[CH:11][CH:10]=1)=[O:6])[CH3:9]. Reactant: [NH2:1][C:2]1[CH:3]=[C:4]([CH:10]=[CH:11][CH:12]=1)[C:5]([O:7][CH2:8][CH3:9])=[O:6].Br[CH2:14][C:15]1[CH:20]=[CH:19][C:18]([C:21](=[O:26])[C:22]([O:24][CH3:25])=[O:23])=[CH:17][CH:16]=1.C(N(C(C)C)CC)(C)C.C1(C)C=CC=CC=1. (2) Reactant: [NH:1]1[CH2:6][CH2:5][CH2:4][CH:3]([CH2:7][OH:8])[CH2:2]1.C(N(CC)CC)C.[C:16]([Si:20]([CH3:23])([CH3:22])Cl)([CH3:19])([CH3:18])[CH3:17]. Product: [C:16]([Si:20]([CH3:23])([CH3:22])[O:8][CH2:7][CH:3]1[CH2:4][CH2:5][CH2:6][NH:1][CH2:2]1)([CH3:19])([CH3:18])[CH3:17]. The catalyst class is: 2. (3) Reactant: [CH:1]1([C:7]2[C:8]3[CH:36]=[CH:35][C:34]([C:37]([O:39]C)=[O:38])=[CH:33][C:9]=3[N:10]3[C:16]=2[C:15]2[CH:17]=[CH:18][CH:19]=[C:20]([N:21]([CH2:25][CH2:26][N:27]4[CH2:32][CH2:31][CH2:30][CH2:29][CH2:28]4)[CH2:22][CH2:23][CH3:24])[C:14]=2[O:13][CH2:12][CH2:11]3)[CH2:6][CH2:5][CH2:4][CH2:3][CH2:2]1.[OH-].[Na+].[ClH:43]. Product: [ClH:43].[ClH:43].[CH:1]1([C:7]2[C:8]3[CH:36]=[CH:35][C:34]([C:37]([OH:39])=[O:38])=[CH:33][C:9]=3[N:10]3[C:16]=2[C:15]2[CH:17]=[CH:18][CH:19]=[C:20]([N:21]([CH2:25][CH2:26][N:27]4[CH2:32][CH2:31][CH2:30][CH2:29][CH2:28]4)[CH2:22][CH2:23][CH3:24])[C:14]=2[O:13][CH2:12][CH2:11]3)[CH2:6][CH2:5][CH2:4][CH2:3][CH2:2]1. The catalyst class is: 83. (4) Reactant: [NH2:1][CH2:2][C@H:3]1[CH2:8][CH2:7][CH2:6][CH2:5][C@@H:4]1[NH:9][CH:10]1[CH2:15][CH2:14][N:13]([CH:16]2[CH2:21][CH2:20][N:19]([C:22]([O:24][C:25]([CH3:28])([CH3:27])[CH3:26])=[O:23])[CH2:18][CH2:17]2)[CH2:12][CH2:11]1.[C:29](N1C=CN=C1)(N1C=CN=C1)=[O:30]. Product: [O:30]=[C:29]1[NH:1][CH2:2][C@@H:3]2[C@H:4]([CH2:5][CH2:6][CH2:7][CH2:8]2)[N:9]1[CH:10]1[CH2:11][CH2:12][N:13]([CH:16]2[CH2:21][CH2:20][N:19]([C:22]([O:24][C:25]([CH3:28])([CH3:27])[CH3:26])=[O:23])[CH2:18][CH2:17]2)[CH2:14][CH2:15]1. The catalyst class is: 23. (5) Reactant: [CH3:1][C:2]1[CH:7]=[C:6]([CH3:8])[NH:5][C:4](=[O:9])[C:3]=1[CH2:10][NH:11][C:12]([C:14]1[C:15]2[CH:30]=[N:29][N:28]([CH:31]([CH3:33])[CH3:32])[C:16]=2[N:17]=[C:18]([C:20]2[CH:25]=[CH:24][C:23]([CH2:26]O)=[CH:22][CH:21]=2)[CH:19]=1)=[O:13].C1C=CC(P(C2C=CC=CC=2)C2C=CC=CC=2)=CC=1.C(Br)(Br)(Br)[Br:54]. Product: [Br:54][CH2:26][C:23]1[CH:22]=[CH:21][C:20]([C:18]2[CH:19]=[C:14]([C:12]([NH:11][CH2:10][C:3]3[C:4](=[O:9])[NH:5][C:6]([CH3:8])=[CH:7][C:2]=3[CH3:1])=[O:13])[C:15]3[CH:30]=[N:29][N:28]([CH:31]([CH3:33])[CH3:32])[C:16]=3[N:17]=2)=[CH:25][CH:24]=1. The catalyst class is: 2. (6) Reactant: Br[C:2]1[C:3]([N:9]2[CH2:14][CH2:13][O:12][CH2:11][CH2:10]2)=[N:4][C:5]([Cl:8])=[N:6][CH:7]=1.[CH2:15]([O:17][C:18](=[O:34])[C:19]1[CH:24]=[C:23](B2OC(C)(C)C(C)(C)O2)[CH:22]=[N:21][CH:20]=1)[CH3:16].C(Cl)Cl.C(=O)([O-])[O-].[Na+].[Na+]. Product: [CH2:15]([O:17][C:18](=[O:34])[C:19]1[CH:24]=[C:23]([C:2]2[C:3]([N:9]3[CH2:14][CH2:13][O:12][CH2:11][CH2:10]3)=[N:4][C:5]([Cl:8])=[N:6][CH:7]=2)[CH:22]=[N:21][CH:20]=1)[CH3:16]. The catalyst class is: 47.